This data is from Reaction yield outcomes from USPTO patents with 853,638 reactions. The task is: Predict the reaction yield, written as a fraction of the theoretical maximum amount of product (1.0 means a 100% yield; for example, 0.34 means a 34% yield). (1) The reactants are C([O:8][C:9]1[CH:14]=[CH:13][C:12]([C:15]2[C:23]3[C:22](=[O:24])[N:21]([CH3:25])[C:20]([N:26]([CH2:30][CH2:31][CH3:32])[CH2:27][CH2:28][CH3:29])=[N:19][C:18]=3[N:17]([CH3:33])[CH:16]=2)=[C:11]([F:34])[CH:10]=1)C1C=CC=CC=1. The catalyst is [Pd]. The product is [CH2:30]([N:26]([CH2:27][CH2:28][CH3:29])[C:20]1[N:21]([CH3:25])[C:22](=[O:24])[C:23]2[C:15]([C:12]3[CH:13]=[CH:14][C:9]([OH:8])=[CH:10][C:11]=3[F:34])=[CH:16][N:17]([CH3:33])[C:18]=2[N:19]=1)[CH2:31][CH3:32]. The yield is 0.270. (2) The reactants are [CH3:1][O:2][C:3]([C:5]#[C:6][C:7]([O:9][CH3:10])=[O:8])=[O:4].[C:11]([O:15][C:16]([N:18]1[CH:22]=[CH:21][CH:20]=[CH:19]1)=[O:17])([CH3:14])([CH3:13])[CH3:12]. No catalyst specified. The product is [CH3:14][C:11]([O:15][C:16]([N:18]1[CH:19]2[CH:20]=[CH:21][CH:22]1[C:6]([C:7]([O:9][CH3:10])=[O:8])=[C:5]2[C:3]([O:2][CH3:1])=[O:4])=[O:17])([CH3:12])[CH3:13]. The yield is 0.500. (3) The reactants are [CH3:1][C:2]1[C:8]([CH3:9])=[CH:7][C:5]([NH2:6])=[C:4]([N+:10]([O-:12])=[O:11])[CH:3]=1.Br[CH2:14][CH2:15][C:16]1[CH:21]=[CH:20][CH:19]=[CH:18][CH:17]=1.CCN(C(C)C)C(C)C. The catalyst is CCOC(C)=O.CCOCC. The product is [CH3:1][C:2]1[C:8]([CH3:9])=[CH:7][C:5]([NH:6][CH2:14][CH2:15][C:16]2[CH:21]=[CH:20][CH:19]=[CH:18][CH:17]=2)=[C:4]([N+:10]([O-:12])=[O:11])[CH:3]=1. The yield is 0.370. (4) The reactants are Cl[C:2]1[CH:7]=[N:6][CH:5]=[C:4]([Cl:8])[N:3]=1.[CH3:9][O:10][C:11]1[CH:18]=[CH:17][C:14]([CH2:15][NH2:16])=[CH:13][CH:12]=1.C([O-])([O-])=O.[K+].[K+]. The catalyst is CN(C=O)C.O. The product is [Cl:8][C:4]1[N:3]=[C:2]([NH:16][CH2:15][C:14]2[CH:17]=[CH:18][C:11]([O:10][CH3:9])=[CH:12][CH:13]=2)[CH:7]=[N:6][CH:5]=1. The yield is 0.746. (5) The reactants are [CH3:1][O:2][C:3]1[CH:4]=[C:5]2[C:10](=[CH:11][C:12]=1[O:13][CH3:14])[N:9]=[CH:8][CH:7]=[C:6]2[O:15][C:16]1[CH:22]=[CH:21][C:19]([NH2:20])=[CH:18][CH:17]=1.C1(C)C=CC=CC=1.C(N(CC)CC)C.Cl[C:38](Cl)([O:40][C:41](=[O:47])OC(Cl)(Cl)Cl)Cl.[C:49]([C:53]1[CH:58]=[CH:57][C:56]([S:59][CH2:60][CH2:61]CO)=[CH:55][CH:54]=1)([CH3:52])([CH3:51])[CH3:50]. The catalyst is C(Cl)Cl. The product is [CH3:1][O:2][C:3]1[CH:4]=[C:5]2[C:10](=[CH:11][C:12]=1[O:13][CH3:14])[N:9]=[CH:8][CH:7]=[C:6]2[O:15][C:16]1[CH:22]=[CH:21][C:19]([NH:20][C:41](=[O:47])[O:40][CH2:38][CH2:61][CH2:60][S:59][C:56]2[CH:57]=[CH:58][C:53]([C:49]([CH3:50])([CH3:52])[CH3:51])=[CH:54][CH:55]=2)=[CH:18][CH:17]=1. The yield is 0.570. (6) The reactants are [Cl-].O[NH3+:3].[C:4](=[O:7])([O-])[OH:5].[Na+].CS(C)=O.[CH2:13]([C:17]1[N:18]=[C:19]([CH3:48])[N:20]([C:39]2[CH:40]=[CH:41][C:42]3[O:46][CH2:45][CH2:44][C:43]=3[CH:47]=2)[C:21](=[O:38])[C:22]=1[CH2:23][C:24]1[CH:29]=[CH:28][C:27]([C:30]2[C:31]([C:36]#[N:37])=[CH:32][CH:33]=[CH:34][CH:35]=2)=[CH:26][CH:25]=1)[CH2:14][CH2:15][CH3:16]. The catalyst is O.C(OCC)(=O)C. The product is [CH2:13]([C:17]1[N:18]=[C:19]([CH3:48])[N:20]([C:39]2[CH:40]=[CH:41][C:42]3[O:46][CH2:45][CH2:44][C:43]=3[CH:47]=2)[C:21](=[O:38])[C:22]=1[CH2:23][C:24]1[CH:25]=[CH:26][C:27]([C:30]2[CH:35]=[CH:34][CH:33]=[CH:32][C:31]=2[C:36]2[NH:3][C:4](=[O:7])[O:5][N:37]=2)=[CH:28][CH:29]=1)[CH2:14][CH2:15][CH3:16]. The yield is 0.550. (7) The reactants are [Br:1][C:2]1[CH:11]=[CH:10][C:5]2[N:6]=[C:7]([SH:9])[S:8][C:4]=2[CH:3]=1.Br[CH2:13][CH2:14][F:15].C([O-])([O-])=O.[Cs+].[Cs+].O. The catalyst is CN1C(=O)CCC1. The product is [Br:1][C:2]1[CH:11]=[CH:10][C:5]2[N:6]=[C:7]([S:9][CH2:13][CH2:14][F:15])[S:8][C:4]=2[CH:3]=1. The yield is 0.460.